This data is from Catalyst prediction with 721,799 reactions and 888 catalyst types from USPTO. The task is: Predict which catalyst facilitates the given reaction. (1) Reactant: [Br:1][C:2]1[CH:9]=[CH:8][C:5]([CH:6]=[O:7])=[C:4]([S:10]([CH3:13])(=[O:12])=[O:11])[CH:3]=1.C1COCC1.[BH4-].[Na+]. Product: [Br:1][C:2]1[CH:9]=[CH:8][C:5]([CH2:6][OH:7])=[C:4]([S:10]([CH3:13])(=[O:12])=[O:11])[CH:3]=1. The catalyst class is: 14. (2) Reactant: C(OC([NH:8][CH:9]1[CH2:13][CH2:12][N:11]([CH2:14][C:15]2[CH:20]=[CH:19][C:18]([Cl:21])=[CH:17][CH:16]=2)[CH2:10]1)=O)(C)(C)C.[ClH:22].CCOCC. Product: [ClH:21].[ClH:22].[NH2:8][CH:9]1[CH2:13][CH2:12][N:11]([CH2:14][C:15]2[CH:20]=[CH:19][C:18]([Cl:21])=[CH:17][CH:16]=2)[CH2:10]1. The catalyst class is: 5.